The task is: Predict the reactants needed to synthesize the given product.. This data is from Full USPTO retrosynthesis dataset with 1.9M reactions from patents (1976-2016). (1) Given the product [CH2:6]([O:5][C:3]([C:2]([CH3:1])([CH2:13][CH2:14][C:15](=[O:17])[CH3:16])[C:8]([OH:10])=[O:9])=[O:4])[CH3:7], predict the reactants needed to synthesize it. The reactants are: [CH3:1][C:2]([CH2:13][CH2:14][C:15](=[O:17])[CH3:16])([C:8]([O:10]CC)=[O:9])[C:3]([O:5][CH2:6][CH3:7])=[O:4].[OH-].[Na+]. (2) The reactants are: [N+:1]([C:4]1[CH:9]=[CH:8][C:7]([C:10]([N:12]=[C:13]=[S:14])=[O:11])=[CH:6][CH:5]=1)([O-:3])=[O:2].[CH3:15][O:16][C:17]1[CH:18]=[C:19]2[C:24](=[CH:25][C:26]=1[O:27][CH3:28])[N:23]=[CH:22][CH:21]=[C:20]2[O:29][C:30]1[CH:36]=[CH:35][C:33]([NH2:34])=[CH:32][C:31]=1[CH3:37].C1(C)C=CC=CC=1. Given the product [CH3:15][O:16][C:17]1[CH:18]=[C:19]2[C:24](=[CH:25][C:26]=1[O:27][CH3:28])[N:23]=[CH:22][CH:21]=[C:20]2[O:29][C:30]1[CH:36]=[CH:35][C:33]([NH:34][C:13]([NH:12][C:10](=[O:11])[C:7]2[CH:6]=[CH:5][C:4]([N+:1]([O-:3])=[O:2])=[CH:9][CH:8]=2)=[S:14])=[CH:32][C:31]=1[CH3:37], predict the reactants needed to synthesize it. (3) Given the product [Cl:10][C:11]1[CH:16]=[CH:15][C:14]([C:6]2[C:5]([CH3:9])=[CH:4][N:3]=[C:2]([F:1])[CH:7]=2)=[CH:13][CH:12]=1, predict the reactants needed to synthesize it. The reactants are: [F:1][C:2]1[CH:7]=[C:6](I)[C:5]([CH3:9])=[CH:4][N:3]=1.[Cl:10][C:11]1[CH:16]=[CH:15][C:14](B(O)O)=[CH:13][CH:12]=1.C(=O)([O-])[O-].[Na+].[Na+]. (4) Given the product [Cl:1][C:2]1[CH:3]=[C:4]([C@@H:9]([C@H:21]2[CH2:25][CH2:24][CH2:23][N:22]2[CH3:26])[NH2:10])[CH:5]=[CH:6][C:7]=1[Cl:8], predict the reactants needed to synthesize it. The reactants are: [Cl:1][C:2]1[CH:3]=[C:4]([C@@H:9]([C@H:21]2[CH2:25][CH2:24][CH2:23][N:22]2[CH3:26])[N:10]2C(=O)C3C(=CC=CC=3)C2=O)[CH:5]=[CH:6][C:7]=1[Cl:8].CO.C1COCC1.O.NN. (5) Given the product [CH2:15]([NH:19][C:12]([C:9]1([C:6]2[CH:5]=[CH:4][C:3]([O:2][CH3:1])=[CH:8][CH:7]=2)[CH2:10][CH2:11]1)=[O:14])[CH:16]([CH3:18])[CH3:17], predict the reactants needed to synthesize it. The reactants are: [CH3:1][O:2][C:3]1[CH:8]=[CH:7][C:6]([C:9]2([C:12]([OH:14])=O)[CH2:11][CH2:10]2)=[CH:5][CH:4]=1.[CH2:15]([NH2:19])[CH:16]([CH3:18])[CH3:17]. (6) Given the product [CH3:27][C:25]1[CH:26]=[C:22]2[N:21]=[C:16]([OH:18])[C:10]([C:3]3[C:4]([F:9])=[CH:5][C:6]([F:8])=[CH:7][C:2]=3[F:1])=[C:11]([OH:13])[N:23]2[N:24]=1, predict the reactants needed to synthesize it. The reactants are: [F:1][C:2]1[CH:7]=[C:6]([F:8])[CH:5]=[C:4]([F:9])[C:3]=1[CH:10]([C:16]([O:18]CC)=O)[C:11]([O:13]CC)=O.[NH2:21][C:22]1[CH:26]=[C:25]([CH3:27])[NH:24][N:23]=1.C(N(CCCC)CCCC)CCC. (7) Given the product [CH2:16]([O:15][C:13]([C@@H:12]1[C@H:24]([C:25]2[CH:30]=[CH:29][CH:28]=[CH:27][CH:26]=2)[C@H:11]1[C:7]1[CH:6]=[C:5]2[C:10](=[CH:9][CH:8]=1)[C:2](=[O:1])[N:3]([CH2:18][C:19]([F:20])([F:22])[F:21])[CH2:4]2)=[O:14])[CH3:17], predict the reactants needed to synthesize it. The reactants are: [O:1]=[C:2]1[C:10]2[C:5](=[CH:6][C:7](/[CH:11]=[CH:12]/[C:13]([O:15][CH2:16][CH3:17])=[O:14])=[CH:8][CH:9]=2)[CH2:4][N:3]1[CH2:18][C:19]([F:22])([F:21])[F:20].[Br-].[CH2:24]([S+]1CCCC1)[C:25]1[CH:30]=[CH:29][CH:28]=[CH:27][CH:26]=1.